Dataset: Full USPTO retrosynthesis dataset with 1.9M reactions from patents (1976-2016). Task: Predict the reactants needed to synthesize the given product. (1) Given the product [CH3:1][O:2][C:3]1[CH:4]=[C:5]2[C:10](=[CH:11][C:12]=1[O:13][CH3:14])[N:9]=[CH:8][CH:7]=[C:6]2[O:15][C:16]1[CH:17]=[CH:18][C:19]([N:22]2[C:26](=[O:27])[CH2:25][CH:24]([C:28]([OH:30])=[O:29])[CH2:23]2)=[CH:20][CH:21]=1, predict the reactants needed to synthesize it. The reactants are: [CH3:1][O:2][C:3]1[CH:4]=[C:5]2[C:10](=[CH:11][C:12]=1[O:13][CH3:14])[N:9]=[CH:8][CH:7]=[C:6]2[O:15][C:16]1[CH:21]=[CH:20][C:19]([N:22]2[C:26](=[O:27])[CH2:25][CH:24]([C:28]([O:30]C)=[O:29])[CH2:23]2)=[CH:18][CH:17]=1.[OH-].[Na+]. (2) The reactants are: [Cl:1][C:2]1[CH:3]=[C:4]([C@@H:8]2[C@@H:13]([C:14]3[CH:19]=[CH:18][C:17]([Cl:20])=[CH:16][CH:15]=3)[N:12]([C@@H:21]([CH:24]3[CH2:26][CH2:25]3)[CH2:22]O)[C:11](=[O:27])[C@:10]([CH2:29][C:30]([O:32][CH3:33])=[O:31])([CH3:28])[CH2:9]2)[CH:5]=[CH:6][CH:7]=1.C(C=P(CCCC)(CCCC)CCCC)#N.[S:50]1[CH:54]=[CH:53][CH:52]=[C:51]1[S:55]([NH2:58])(=[O:57])=[O:56]. Given the product [Cl:1][C:2]1[CH:3]=[C:4]([C@@H:8]2[C@@H:13]([C:14]3[CH:19]=[CH:18][C:17]([Cl:20])=[CH:16][CH:15]=3)[N:12]([C@@H:21]([CH:24]3[CH2:25][CH2:26]3)[CH2:22][NH:58][S:55]([C:51]3[S:50][CH:54]=[CH:53][CH:52]=3)(=[O:57])=[O:56])[C:11](=[O:27])[C@:10]([CH2:29][C:30]([O:32][CH3:33])=[O:31])([CH3:28])[CH2:9]2)[CH:5]=[CH:6][CH:7]=1, predict the reactants needed to synthesize it. (3) The reactants are: Br[C:2]1[CH:22]=[C:21]([F:23])[C:5]2[NH:6][C:7]([CH2:9][C:10]3[C:18]([CH3:19])=[CH:17][C:16]([CH3:20])=[C:15]4[C:11]=3[CH:12]=[CH:13][NH:14]4)=[N:8][C:4]=2[CH:3]=1.[CH3:24][N:25](C=O)C. Given the product [CH3:19][C:18]1[C:10]([CH2:9][C:7]2[NH:6][C:5]3[C:21]([F:23])=[CH:22][C:2]([C:24]#[N:25])=[CH:3][C:4]=3[N:8]=2)=[C:11]2[C:15](=[C:16]([CH3:20])[CH:17]=1)[NH:14][CH:13]=[CH:12]2, predict the reactants needed to synthesize it.